The task is: Predict the reactants needed to synthesize the given product.. This data is from Full USPTO retrosynthesis dataset with 1.9M reactions from patents (1976-2016). (1) Given the product [OH:1][C:2]1[N:7]=[C:6]([S:8][CH3:12])[N:5]=[C:4]2[NH:9][N:10]=[CH:11][C:3]=12, predict the reactants needed to synthesize it. The reactants are: [OH:1][C:2]1[N:7]=[C:6]([SH:8])[N:5]=[C:4]2[NH:9][N:10]=[CH:11][C:3]=12.[CH3:12]I. (2) Given the product [F:24][C:25]([F:40])([F:39])[C:26]1[CH:27]=[C:28]([CH:32]=[C:33]([C:35]([F:38])([F:37])[F:36])[CH:34]=1)[C:29]([N:4]([CH2:2][CH3:3])[C@@H:5]([CH2:17][C:18]1[CH:19]=[CH:20][CH:21]=[CH:22][CH:23]=1)[CH2:6][CH2:7][NH:8][C:9]([C:11]1[CH:16]=[CH:15][CH:14]=[CH:13][N:12]=1)=[O:10])=[O:30], predict the reactants needed to synthesize it. The reactants are: Cl.[CH2:2]([NH:4][C@@H:5]([CH2:17][C:18]1[CH:23]=[CH:22][CH:21]=[CH:20][CH:19]=1)[CH2:6][CH2:7][NH:8][C:9]([C:11]1[CH:16]=[CH:15][CH:14]=[CH:13][N:12]=1)=[O:10])[CH3:3].[F:24][C:25]([F:40])([F:39])[C:26]1[CH:27]=[C:28]([CH:32]=[C:33]([C:35]([F:38])([F:37])[F:36])[CH:34]=1)[C:29](Cl)=[O:30].C(=O)([O-])[O-].[K+].[K+]. (3) Given the product [Br:1][C:2]1[CH:3]=[CH:4][C:5]([O:6][C:7]2[CH:12]=[CH:11][CH:10]=[CH:9][C:8]=2[NH:13][S:14]([C:17]2[CH:18]=[CH:19][C:20]([C:21]([NH:43][CH2:42][CH2:41][N:38]3[CH2:37][CH2:36][N:35]([C:33]4[CH:32]=[CH:31][CH:30]=[C:29]([CH3:28])[N:34]=4)[CH2:40][CH2:39]3)=[O:23])=[CH:24][CH:25]=2)(=[O:15])=[O:16])=[CH:26][CH:27]=1, predict the reactants needed to synthesize it. The reactants are: [Br:1][C:2]1[CH:27]=[CH:26][C:5]([O:6][C:7]2[CH:12]=[CH:11][CH:10]=[CH:9][C:8]=2[NH:13][S:14]([C:17]2[CH:25]=[CH:24][C:20]([C:21]([OH:23])=O)=[CH:19][CH:18]=2)(=[O:16])=[O:15])=[CH:4][CH:3]=1.[CH3:28][C:29]1[N:34]=[C:33]([N:35]2[CH2:40][CH2:39][N:38]([CH2:41][CH2:42][NH2:43])[CH2:37][CH2:36]2)[CH:32]=[CH:31][CH:30]=1.